This data is from Catalyst prediction with 721,799 reactions and 888 catalyst types from USPTO. The task is: Predict which catalyst facilitates the given reaction. (1) Reactant: [Br:1][C:2]1[CH:3]=[C:4]([OH:9])[CH:5]=[C:6]([F:8])[CH:7]=1.C([O-])([O-])=O.[K+].[K+].O.[Na+].Cl[C:19]([F:24])([F:23])C([O-])=O. Product: [Br:1][C:2]1[CH:7]=[C:6]([F:8])[CH:5]=[C:4]([O:9][CH:19]([F:24])[F:23])[CH:3]=1. The catalyst class is: 39. (2) Reactant: [O:1]1[CH:5]=[CH:4][CH:3]=[C:2]1[C:6]([C:10]1[O:11][CH:12]=[CH:13][CH:14]=1)=[CH:7][CH2:8]O.C1(P(C2C=CC=CC=2)C2C=CC=CC=2)C=CC=CC=1.CCOC(/N=N/C(OCC)=O)=O.[CH2:46]([O:48][C:49](=[O:63])[CH2:50][O:51][C:52]1[CH:57]=[CH:56][C:55]([SH:58])=[CH:54][C:53]=1[C:59]([F:62])([F:61])[F:60])[CH3:47]. Product: [CH2:46]([O:48][C:49](=[O:63])[CH2:50][O:51][C:52]1[CH:57]=[CH:56][C:55]([S:58][CH2:8][CH:7]=[C:6]([C:10]2[O:11][CH:12]=[CH:13][CH:14]=2)[C:2]2[O:1][CH:5]=[CH:4][CH:3]=2)=[CH:54][C:53]=1[C:59]([F:60])([F:61])[F:62])[CH3:47]. The catalyst class is: 1. (3) Reactant: [C:1](/[C:3](=[C:9](\[C:13]1[CH:18]=[CH:17][C:16]([O:19][CH2:20][O:21][CH3:22])=[CH:15][CH:14]=1)/[CH:10]([CH3:12])[CH3:11])/[C:4]([O:6]CC)=[O:5])#[N:2].[OH-].[Li+]. Product: [C:1](/[C:3](=[C:9](\[C:13]1[CH:14]=[CH:15][C:16]([O:19][CH2:20][O:21][CH3:22])=[CH:17][CH:18]=1)/[CH:10]([CH3:12])[CH3:11])/[C:4]([OH:6])=[O:5])#[N:2]. The catalyst class is: 24.